From a dataset of Full USPTO retrosynthesis dataset with 1.9M reactions from patents (1976-2016). Predict the reactants needed to synthesize the given product. (1) Given the product [CH3:12][O:13][C:14](=[O:22])[C:15]1[CH:20]=[CH:19][C:18]([N:7]2[CH2:11][CH2:10][CH2:9][CH2:8]2)=[CH:17][CH:16]=1, predict the reactants needed to synthesize it. The reactants are: C(=O)([O-])[O-].[Cs+].[Cs+].[NH:7]1[CH2:11][CH2:10][CH2:9][CH2:8]1.[CH3:12][O:13][C:14](=[O:22])[C:15]1[CH:20]=[CH:19][C:18](Br)=[CH:17][CH:16]=1. (2) Given the product [CH3:28][N:29]1[CH2:34][CH2:33][N:32]([CH:35]2[C:44]3[CH:43]=[C:42]([NH:45][C:11](=[O:13])[C:10]4[CH:14]=[CH:15][C:7]([N:1]5[CH2:2][CH2:3][O:4][CH2:5][CH2:6]5)=[N:8][CH:9]=4)[CH:41]=[CH:40][C:39]=3[CH2:38][CH2:37][CH2:36]2)[CH2:31][CH2:30]1, predict the reactants needed to synthesize it. The reactants are: [N:1]1([C:7]2[CH:15]=[CH:14][C:10]([C:11]([OH:13])=O)=[CH:9][N:8]=2)[CH2:6][CH2:5][O:4][CH2:3][CH2:2]1.C1N=CN(C(N2C=NC=C2)=O)C=1.[CH3:28][N:29]1[CH2:34][CH2:33][N:32]([CH:35]2[C:44]3[CH:43]=[C:42]([NH2:45])[CH:41]=[CH:40][C:39]=3[CH2:38][CH2:37][CH2:36]2)[CH2:31][CH2:30]1. (3) Given the product [Cl:24][C:15]1[CH:16]=[C:17]([C:20]([F:21])([F:22])[F:23])[CH:18]=[CH:19][C:14]=1[N:11]1[CH2:12][CH2:13][NH:8][CH2:9][CH2:10]1, predict the reactants needed to synthesize it. The reactants are: C(OC([N:8]1[CH2:13][CH2:12][N:11]([C:14]2[CH:19]=[CH:18][C:17]([C:20]([F:23])([F:22])[F:21])=[CH:16][C:15]=2[Cl:24])[CH2:10][CH2:9]1)=O)(C)(C)C.FC(F)(F)C(O)=O. (4) Given the product [CH3:23][C@H:19]1[CH2:20][CH2:21][CH2:22][N:18]1[C:14]1[N:13]=[C:12]([NH:11][C:4]2[C:5]3[N:6]([CH:8]=[CH:9][N:10]=3)[N:7]=[C:2]([C:32]3[CH:40]=[CH:39][C:35]([C:36]([OH:38])=[O:37])=[CH:34][CH:33]=3)[CH:3]=2)[CH:17]=[CH:16][CH:15]=1, predict the reactants needed to synthesize it. The reactants are: Cl[C:2]1[CH:3]=[C:4]([NH:11][C:12]2[CH:17]=[CH:16][CH:15]=[C:14]([N:18]3[CH2:22][CH2:21][CH2:20][C@@H:19]3[CH3:23])[N:13]=2)[C:5]2[N:6]([CH:8]=[CH:9][N:10]=2)[N:7]=1.CC1(C)C(C)(C)OB([C:32]2[CH:40]=[CH:39][C:35]([C:36]([OH:38])=[O:37])=[CH:34][CH:33]=2)O1.CC(C1C=C(C(C)C)C(C2C=CC=CC=2P(C2CCCCC2)C2CCCCC2)=C(C(C)C)C=1)C.C([O-])([O-])=O.[Na+].[Na+]. (5) Given the product [NH2:33][C:34]1[C:43]2[N:44]=[C:45]([CH2:56][O:57][CH2:58][CH3:59])[N:46]([CH2:47][C:48]([CH3:50])([NH:51][S:52]([CH3:55])(=[O:54])=[O:53])[CH3:49])[C:42]=2[C:41]2[CH:40]=[CH:39][C:38]([O:60][CH2:37][CH2:36][CH2:41][CH2:42][CH2:43][CH2:34][NH:33][C:11](=[O:12])[CH2:10][CH2:9][S:8][C:7]([C:21]3[CH:26]=[CH:25][CH:24]=[CH:23][CH:22]=3)([C:1]3[CH:6]=[CH:5][CH:4]=[CH:3][CH:2]=3)[C:27]3[CH:28]=[CH:29][CH:30]=[CH:31][CH:32]=3)=[CH:37][C:36]=2[N:35]=1, predict the reactants needed to synthesize it. The reactants are: [C:1]1([C:7]([C:27]2[CH:32]=[CH:31][CH:30]=[CH:29][CH:28]=2)([C:21]2[CH:26]=[CH:25][CH:24]=[CH:23][CH:22]=2)[S:8][CH2:9][CH2:10][C:11](ON2C(=O)CCC2=O)=[O:12])[CH:6]=[CH:5][CH:4]=[CH:3][CH:2]=1.[NH2:33][C:34]1[C:43]2[N:44]=[C:45]([CH2:56][O:57][CH2:58][CH3:59])[N:46]([CH2:47][C:48]([NH:51][S:52]([CH3:55])(=[O:54])=[O:53])([CH3:50])[CH3:49])[C:42]=2[C:41]2[CH:40]=[CH:39][C:38]([OH:60])=[CH:37][C:36]=2[N:35]=1. (6) Given the product [S:35]1[CH:36]=[C:32]([CH2:31][N:21]([C@@H:22]([CH3:30])[CH:23]([O:27][CH2:28][CH3:29])[O:24][CH2:25][CH3:26])[C:19](=[O:20])[C@@H:18]([NH:17][C:13](=[O:15])[CH2:12][O:11][NH:10][C:9]([NH:8][CH2:7][C:4]2[CH:3]=[CH:2][N:1]=[CH:6][CH:5]=2)=[O:16])[CH3:41])[C:33]2[CH:40]=[CH:39][CH:38]=[CH:37][C:34]1=2, predict the reactants needed to synthesize it. The reactants are: [N:1]1[CH:6]=[CH:5][C:4]([CH2:7][NH:8][C:9](=[O:16])[NH:10][O:11][CH2:12][C:13]([OH:15])=O)=[CH:3][CH:2]=1.[NH2:17][C@@H:18]([CH3:41])[C:19]([N:21]([CH2:31][C:32]1[C:33]2[CH:40]=[CH:39][CH:38]=[CH:37][C:34]=2[S:35][CH:36]=1)[C@@H:22]([CH3:30])[CH:23]([O:27][CH2:28][CH3:29])[O:24][CH2:25][CH3:26])=[O:20]. (7) Given the product [CH2:11]([O:13][C:14]([C:15]1[CH:19]=[C:20]([C:21]2[CH:22]=[CH:23][CH:24]=[CH:25][CH:26]=2)[N:6]([C:5]2[CH:7]=[CH:8][CH:9]=[CH:10][C:4]=2[N+:1]([O-:3])=[O:2])[C:16]=1[CH3:17])=[O:28])[CH3:12], predict the reactants needed to synthesize it. The reactants are: [N+:1]([C:4]1[CH:10]=[CH:9][CH:8]=[CH:7][C:5]=1[NH2:6])([O-:3])=[O:2].[CH2:11]([O:13][C:14](=[O:28])[CH:15]([CH2:19][C:20](=O)[C:21]1[CH:26]=[CH:25][CH:24]=[CH:23][CH:22]=1)[C:16](=O)[CH3:17])[CH3:12].CC1C=CC(S(O)(=O)=O)=CC=1. (8) Given the product [C:1]([O:4][CH2:5][C@@:6]([NH:26][C:27](=[O:29])[CH3:28])([CH3:25])[CH2:7][CH2:8][C:9]1[O:10][C:11]([CH2:14][CH2:15][CH2:16][CH2:17][CH2:18][C:19]2[CH:20]=[CH:21][CH:22]=[CH:23][CH:24]=2)=[CH:12][CH:13]=1)(=[O:3])[CH3:2], predict the reactants needed to synthesize it. The reactants are: [C:1]([O:4][CH2:5][C@@:6]([NH:26][C:27](=[O:29])[CH3:28])([CH3:25])[CH2:7][CH2:8][C:9]1[O:10][C:11]([C:14]#[C:15][CH2:16][CH2:17][CH2:18][C:19]2[CH:24]=[CH:23][CH:22]=[CH:21][CH:20]=2)=[CH:12][CH:13]=1)(=[O:3])[CH3:2]. (9) The reactants are: Br[CH:2]1[C:6](=O)[CH2:5][CH:4]([C:8]([O:10][CH3:11])=[O:9])[CH2:3]1.[Cl:12][CH2:13][CH2:14][CH2:15][O:16][C:17]1[CH:22]=[CH:21][C:20]([C:23](=[S:25])[NH2:24])=[CH:19][CH:18]=1. Given the product [Cl:12][CH2:13][CH2:14][CH2:15][O:16][C:17]1[CH:22]=[CH:21][C:20]([C:23]2[S:25][C:6]3[CH2:5][CH:4]([C:8]([O:10][CH3:11])=[O:9])[CH2:3][C:2]=3[N:24]=2)=[CH:19][CH:18]=1, predict the reactants needed to synthesize it.